This data is from Forward reaction prediction with 1.9M reactions from USPTO patents (1976-2016). The task is: Predict the product of the given reaction. Given the reactants [C:1]([O:5][C:6]([N:8]1[CH2:13][CH2:12][C:11]([NH2:16])([CH2:14][NH2:15])[CH2:10][CH2:9]1)=[O:7])([CH3:4])([CH3:3])[CH3:2].C(Cl)Cl.[F:20][C:21]1[CH:29]=[C:28]([F:30])[CH:27]=[CH:26][C:22]=1[C:23](Cl)=[O:24], predict the reaction product. The product is: [C:1]([O:5][C:6]([N:8]1[CH2:9][CH2:10][C:11]([NH2:16])([CH2:14][NH:15][C:23](=[O:24])[C:22]2[CH:26]=[CH:27][C:28]([F:30])=[CH:29][C:21]=2[F:20])[CH2:12][CH2:13]1)=[O:7])([CH3:4])([CH3:2])[CH3:3].